From a dataset of Catalyst prediction with 721,799 reactions and 888 catalyst types from USPTO. Predict which catalyst facilitates the given reaction. (1) Reactant: [F:1][C:2]1[CH:3]=[C:4]([C@H:10]2[CH2:14][CH2:13][CH2:12][N:11]2[C:15]2[CH:20]=[CH:19][N:18]3[N:21]=[CH:22][C:23]([C:24]([OH:26])=O)=[C:17]3[N:16]=2)[C:5]([O:8][CH3:9])=[N:6][CH:7]=1.CN(C(ON1N=NC2C=CC=NC1=2)=[N+](C)C)C.F[P-](F)(F)(F)(F)F.Cl.[NH:52]1[CH2:55][CH:54]([OH:56])[CH2:53]1.CCN(C(C)C)C(C)C. Product: [F:1][C:2]1[CH:3]=[C:4]([C@H:10]2[CH2:14][CH2:13][CH2:12][N:11]2[C:15]2[CH:20]=[CH:19][N:18]3[N:21]=[CH:22][C:23]([C:24]([N:52]4[CH2:55][CH:54]([OH:56])[CH2:53]4)=[O:26])=[C:17]3[N:16]=2)[C:5]([O:8][CH3:9])=[N:6][CH:7]=1. The catalyst class is: 3. (2) Reactant: [C:1]([O:5][C:6]([NH:8][C@@H:9]([CH2:13][CH:14]([CH3:16])[CH3:15])[C:10]([OH:12])=O)=[O:7])([CH3:4])([CH3:3])[CH3:2].[NH:17]1[CH2:22][CH2:21][NH:20][CH2:19][CH2:18]1.C1CCC(N=C=NC2CCCCC2)CC1. Product: [CH3:15][CH:14]([CH3:16])[CH2:13][C@H:9]([NH:8][C:6](=[O:7])[O:5][C:1]([CH3:2])([CH3:3])[CH3:4])[C:10](=[O:12])[N:17]1[CH2:22][CH2:21][NH:20][CH2:19][CH2:18]1. The catalyst class is: 2. (3) Reactant: C([O:3][C:4]([C:6]1[NH:7][C:8]([CH:19]=O)=[C:9]([CH2:12][CH2:13][C:14]([O:16]CC)=[O:15])[C:10]=1[CH3:11])=[O:5])C.[CH3:21][C:22]1[CH:23]=[C:24]2[C:28](=[CH:29][CH:30]=1)[NH:27][C:26](=[O:31])[CH2:25]2.[OH-].[K+]. Product: [C:14]([CH2:13][CH2:12][C:9]1[C:10]([CH3:11])=[C:6]([C:4]([OH:3])=[O:5])[NH:7][C:8]=1[CH:19]=[C:25]1[C:24]2[C:28](=[CH:29][CH:30]=[C:22]([CH3:21])[CH:23]=2)[NH:27][C:26]1=[O:31])([OH:16])=[O:15]. The catalyst class is: 495. (4) Reactant: [CH:1]1([C:5]2[N:13]3[C:8]([C:9]([NH2:14])=[N:10][CH:11]=[N:12]3)=[C:7](I)[N:6]=2)[CH2:4][CH2:3][CH2:2]1.[F:16][C:17]1[C:18](B2OC(C)(C)C(C)(C)O2)=[CH:19][CH:20]=[C:21]2[C:26]=1[N:25]=[C:24]([C:27]1[CH:32]=[CH:31][CH:30]=[CH:29][CH:28]=1)[CH:23]=[CH:22]2.C(=O)([O-])[O-].[Cs+].[Cs+].N#N.C(=O)(O)[O-].[Na+]. Product: [CH:1]1([C:5]2[N:13]3[C:8]([C:9]([NH2:14])=[N:10][CH:11]=[N:12]3)=[C:7]([C:18]3[C:17]([F:16])=[C:26]4[C:21]([CH:22]=[CH:23][C:24]([C:27]5[CH:28]=[CH:29][CH:30]=[CH:31][CH:32]=5)=[N:25]4)=[CH:20][CH:19]=3)[N:6]=2)[CH2:4][CH2:3][CH2:2]1. The catalyst class is: 437. (5) Reactant: [Cl:1][C:2]1[CH:7]=[C:6]([CH3:8])[C:5]([N:9]2[C:13]3=[N:14][C:15]([CH3:19])=[CH:16][C:17](N)=[C:12]3[C:11]([CH3:20])=[CH:10]2)=[C:4]([CH3:21])[CH:3]=1.[OH:22]S(O)(=O)=O.N([O-])=O.[Na+].C([O-])(O)=O.[Na+]. Product: [Cl:1][C:2]1[CH:7]=[C:6]([CH3:8])[C:5]([N:9]2[C:13]3[N:14]=[C:15]([CH3:19])[CH:16]=[C:17]([OH:22])[C:12]=3[C:11]([CH3:20])=[CH:10]2)=[C:4]([CH3:21])[CH:3]=1. The catalyst class is: 127. (6) Reactant: Cl[C:2]1[CH:10]=CC(S(C)(=O)=O)=C[C:3]=1C(O)=O.[Cl:15][C:16]1[CH:24]=[CH:23][C:22]([S:25]([OH:27])=[O:26])=[CH:21][C:17]=1[C:18]([OH:20])=[O:19].IC(C)C. Product: [Cl:15][C:16]1[CH:24]=[CH:23][C:22]([S:25]([CH:2]([CH3:10])[CH3:3])(=[O:27])=[O:26])=[CH:21][C:17]=1[C:18]([OH:20])=[O:19]. The catalyst class is: 32.